Predict the reactants needed to synthesize the given product. From a dataset of Full USPTO retrosynthesis dataset with 1.9M reactions from patents (1976-2016). (1) Given the product [Cl:14][C:12]1[CH:11]=[CH:10][C:9]([O:15][CH3:16])=[C:8]([C:6]2[N:5]=[C:4]([CH3:17])[N:3]=[C:2]([NH:23][C:22]3[CH:24]=[CH:25][C:19]([Cl:18])=[CH:20][CH:21]=3)[CH:7]=2)[CH:13]=1, predict the reactants needed to synthesize it. The reactants are: Cl[C:2]1[CH:7]=[C:6]([C:8]2[CH:13]=[C:12]([Cl:14])[CH:11]=[CH:10][C:9]=2[O:15][CH3:16])[N:5]=[C:4]([CH3:17])[N:3]=1.[Cl:18][C:19]1[CH:25]=[CH:24][C:22]([NH2:23])=[CH:21][CH:20]=1. (2) Given the product [CH3:32][CH:33]([NH:43][CH2:44][CH:45]([OH:56])[C:46]1[CH:47]=[CH:48][C:49]([OH:55])=[C:50]([NH:52][CH:53]=[O:54])[CH:51]=1)[CH2:34][C:35]1[CH:36]=[CH:37][C:38]([O:41][CH3:42])=[CH:39][CH:40]=1, predict the reactants needed to synthesize it. The reactants are: C(O)(=O)CC(CC(O)=O)(C(O)=O)O.C([O-])(=O)CC(CC([O-])=O)(C([O-])=O)O.[Na+].[Na+].[Na+].[Cl-].[Na+].[CH3:32][CH:33]([NH:43][CH2:44][CH:45]([OH:56])[C:46]1[CH:47]=[CH:48][C:49]([OH:55])=[C:50]([NH:52][CH:53]=[O:54])[CH:51]=1)[CH2:34][C:35]1[CH:36]=[CH:37][C:38]([O:41][CH3:42])=[CH:39][CH:40]=1.C(/C(O)=O)=C\C(O)=O.O.O. (3) Given the product [Cl:8][C:6]1[CH:7]=[C:2]([Cl:1])[N:3]=[C:4]([N:9]2[C:10]3[CH:15]=[C:14]([F:16])[CH:13]=[CH:12][C:11]=3[N:17]=[C:18]2[CH3:19])[N:5]=1, predict the reactants needed to synthesize it. The reactants are: [Cl:1][C:2]1[CH:7]=[C:6]([Cl:8])[N:5]=[C:4]([NH:9][C:10]2[C:11]([NH2:17])=[CH:12][CH:13]=[C:14]([F:16])[CH:15]=2)[N:3]=1.[C:18](OCC)(OCC)(OCC)[CH3:19].C(O)(=O)C.C([O-])(O)=O.[Na+]. (4) Given the product [F:1][C:2]1[CH:7]=[N:6][C:5]([NH:8][C:9]2[S:10][C:11]3[CH2:17][CH2:16][N:15]([CH2:18][C:19]4[CH:24]=[CH:23][CH:22]=[CH:21][N:20]=4)[C:14]4=[N:25][NH:26][CH:27]=[C:13]4[C:12]=3[N:37]=2)=[N:4][CH:3]=1, predict the reactants needed to synthesize it. The reactants are: [F:1][C:2]1[CH:3]=[N:4][C:5]([NH:8][C:9]2[S:10][C:11]3[CH2:17][CH2:16][N:15]([CH2:18][C:19]4[CH:24]=[CH:23][CH:22]=[CH:21][N:20]=4)[C:14]4=[N:25][N:26](CC5C=CC(OC)=CC=5)[CH:27]=[C:13]4[C:12]=3[N:37]=2)=[N:6][CH:7]=1. (5) Given the product [ClH:25].[NH:16]1[CH2:17][CH:14]([O:13][C:7]2[CH:6]=[CH:5][C:4]([C:1]([NH2:2])=[O:3])=[C:12]3[C:8]=2[CH:9]=[CH:10][NH:11]3)[CH2:15]1, predict the reactants needed to synthesize it. The reactants are: [C:1]([C:4]1[CH:5]=[CH:6][C:7]([O:13][CH:14]2[CH2:17][N:16](C(OC(C)(C)C)=O)[CH2:15]2)=[C:8]2[C:12]=1[NH:11][CH:10]=[CH:9]2)(=[O:3])[NH2:2].[ClH:25]. (6) Given the product [CH2:24]([C:17]1[C:18]2[C:19](=[N:20][CH:21]=[CH:22][CH:23]=2)[N:15]([C:12]2[CH:13]=[CH:14][C:9]([OH:8])=[CH:10][CH:11]=2)[N:16]=1)[CH3:25], predict the reactants needed to synthesize it. The reactants are: C([O:8][C:9]1[CH:14]=[CH:13][C:12]([N:15]2[C:19]3=[N:20][CH:21]=[CH:22][CH:23]=[C:18]3[C:17]([CH2:24][CH3:25])=[N:16]2)=[CH:11][CH:10]=1)C1C=CC=CC=1.